From a dataset of Forward reaction prediction with 1.9M reactions from USPTO patents (1976-2016). Predict the product of the given reaction. (1) Given the reactants [CH:1](=[O:8])[C:2]1[CH:7]=[CH:6][CH:5]=[CH:4][CH:3]=1.[C:9]([O:13][CH2:14][CH3:15])(=[O:12])[CH:10]=[CH2:11].N12CCN(CC1)[CH2:18][CH2:17]2, predict the reaction product. The product is: [CH2:14]([O:13][C:9](=[O:12])[C:10]([CH:1]([OH:8])[C:2]1[CH:7]=[CH:6][CH:5]=[CH:4][CH:3]=1)=[CH:11][CH2:17][CH3:18])[CH3:15]. (2) Given the reactants [Cl:1][C:2]1[C:7]([C:8]([F:11])([F:10])[F:9])=[CH:6][CH:5]=[CH:4][C:3]=1[CH2:12][C:13]([N:15]1[C:23]2[C:18](=[CH:19][CH:20]=[C:21]([N:24]3[CH2:29][C@H:28]([CH3:30])[N:27]([CH3:31])[C@H:26]([CH3:32])[CH2:25]3)[CH:22]=2)[CH2:17][CH2:16]1)=[O:14].ClC1C(=O)C(C#N)=C(C#N)C(=O)C=1Cl, predict the reaction product. The product is: [Cl:1][C:2]1[C:7]([C:8]([F:11])([F:10])[F:9])=[CH:6][CH:5]=[CH:4][C:3]=1[CH2:12][C:13]([N:15]1[C:23]2[C:18](=[CH:19][CH:20]=[C:21]([N:24]3[CH2:25][C@H:26]([CH3:32])[N:27]([CH3:31])[C@H:28]([CH3:30])[CH2:29]3)[CH:22]=2)[CH:17]=[CH:16]1)=[O:14]. (3) The product is: [C:1]1([C:7]2[CH:8]=[C:9]([CH:13]=[CH:14][N:15]=2)[C:10]([O:12][CH3:16])=[O:11])[CH:2]=[CH:3][CH:4]=[CH:5][CH:6]=1. Given the reactants [C:1]1([C:7]2[CH:8]=[C:9]([CH:13]=[CH:14][N:15]=2)[C:10]([OH:12])=[O:11])[CH:6]=[CH:5][CH:4]=[CH:3][CH:2]=1.[CH:16]1C=CC=CC=1.CO.C[Si](C=[N+]=[N-])(C)C, predict the reaction product. (4) Given the reactants [C:9](O[C:9]([O:11][C:12]([CH3:15])([CH3:14])[CH3:13])=[O:10])([O:11][C:12]([CH3:15])([CH3:14])[CH3:13])=[O:10].CCN(C(C)C)C(C)C.[CH3:25][O:26][C:27]([C:29]1[S:30][C:31]([C:34]([NH:36][NH2:37])=[O:35])=[CH:32][CH:33]=1)=[O:28], predict the reaction product. The product is: [CH3:25][O:26][C:27]([C:29]1[S:30][C:31]([C:34]([NH:36][NH:37][C:9]([O:11][C:12]([CH3:13])([CH3:14])[CH3:15])=[O:10])=[O:35])=[CH:32][CH:33]=1)=[O:28]. (5) Given the reactants C([O:3][C:4](=[O:30])[C:5]1[CH:10]=[CH:9][CH:8]=[C:7]([CH:11]2[CH2:16][CH2:15][CH2:14][CH:13]([NH:17][C@@H:18]([C:20]3[C:29]4[C:24](=[CH:25][CH:26]=[CH:27][CH:28]=4)[CH:23]=[CH:22][CH:21]=3)[CH3:19])[CH2:12]2)[CH:6]=1)C.[OH-].[Na+], predict the reaction product. The product is: [C:20]1([C@H:18]([NH:17][CH:13]2[CH2:14][CH2:15][CH2:16][CH:11]([C:7]3[CH:6]=[C:5]([CH:10]=[CH:9][CH:8]=3)[C:4]([OH:30])=[O:3])[CH2:12]2)[CH3:19])[C:29]2[C:24](=[CH:25][CH:26]=[CH:27][CH:28]=2)[CH:23]=[CH:22][CH:21]=1. (6) Given the reactants [Li][CH2:2][CH2:3][CH2:4][CH3:5].COC([O:11][CH2:12][C:13]1C=CC=C[C:14]=1Br)(C)C.[CH3:20][CH2:21][CH2:22][CH2:23]CC, predict the reaction product. The product is: [CH3:5][C:4]1[CH:20]=[CH:21][C:22]([CH3:23])=[C:2]2[C:3]=1[CH2:14][CH2:13][C:12]2=[O:11].